From a dataset of Full USPTO retrosynthesis dataset with 1.9M reactions from patents (1976-2016). Predict the reactants needed to synthesize the given product. (1) Given the product [C:1]([O:5][C:6](=[O:27])[NH:7][C@@H:8]1[CH2:13][CH2:12][CH2:11][C:10]([F:15])([F:14])[C@@H:9]1[NH:16][C:17]([C:19]1[S:20][C:21]([CH2:25][CH3:26])=[C:22]([B:28]2[O:32][C:31]([CH3:34])([CH3:33])[C:30]([CH3:36])([CH3:35])[O:29]2)[CH:23]=1)=[O:18])([CH3:4])([CH3:3])[CH3:2], predict the reactants needed to synthesize it. The reactants are: [C:1]([O:5][C:6](=[O:27])[NH:7][C@@H:8]1[CH2:13][CH2:12][CH2:11][C:10]([F:15])([F:14])[C@@H:9]1[NH:16][C:17]([C:19]1[S:20][C:21]([CH2:25][CH3:26])=[C:22](Br)[CH:23]=1)=[O:18])([CH3:4])([CH3:3])[CH3:2].[B:28]1([B:28]2[O:32][C:31]([CH3:34])([CH3:33])[C:30]([CH3:36])([CH3:35])[O:29]2)[O:32][C:31]([CH3:34])([CH3:33])[C:30]([CH3:36])([CH3:35])[O:29]1.C([O-])(=O)C.[K+]. (2) Given the product [Br:1][CH2:2][CH2:3][CH2:4][C:5]([O:7][CH2:8][C:9]1[CH:15]=[CH:16][CH:11]=[CH:12][CH:13]=1)=[O:6], predict the reactants needed to synthesize it. The reactants are: [Br:1][CH2:2][CH2:3][CH2:4][C:5]([O:7][CH2:8][CH3:9])=[O:6].C(O)[C:11]1[CH:16]=[CH:15]C=[CH:13][CH:12]=1.Cl. (3) Given the product [Br:14][C:15]1[N:20]=[C:19]2[N:21]([CH2:3][CH2:4][N:5]([CH3:7])[CH3:6])[N:22]=[C:23]([C:24]3[CH:29]=[CH:28][CH:27]=[CH:26][CH:25]=3)[C:18]2=[C:17]([C:30]([F:32])([F:33])[F:31])[CH:16]=1, predict the reactants needed to synthesize it. The reactants are: Cl.Cl[CH2:3][CH2:4][N:5]([CH3:7])[CH3:6].C(=O)([O-])[O-].[K+].[K+].[Br:14][C:15]1[N:20]=[C:19]2[NH:21][N:22]=[C:23]([C:24]3[CH:29]=[CH:28][CH:27]=[CH:26][CH:25]=3)[C:18]2=[C:17]([C:30]([F:33])([F:32])[F:31])[CH:16]=1.O. (4) Given the product [C:2]1([NH:1][S:15]([C:18]2[CH:19]=[CH:20][C:21]([CH:24]=[CH:25][C:26]([OH:28])=[O:27])=[CH:22][CH:23]=2)(=[O:17])=[O:16])[CH:7]=[CH:6][CH:5]=[CH:4][CH:3]=1, predict the reactants needed to synthesize it. The reactants are: [NH2:1][C:2]1[CH:7]=[CH:6][CH:5]=[CH:4][CH:3]=1.N1C=CC=CC=1.Cl[S:15]([C:18]1[CH:23]=[CH:22][C:21]([CH:24]=[CH:25][C:26]([OH:28])=[O:27])=[CH:20][CH:19]=1)(=[O:17])=[O:16]. (5) Given the product [CH3:33][CH2:32][CH2:31][CH2:30][C:2]([F:34])([F:1])[C@:3]1([OH:29])[O:11][C@@H:10]2[CH2:9][C:8]([C@H:7]([CH2:20][CH2:21][CH2:22][CH2:23][CH2:24][CH2:25][C:26]([OH:28])=[O:27])[C@H:6]2[CH2:5][CH2:4]1)=[O:19], predict the reactants needed to synthesize it. The reactants are: [F:1][C:2]([F:34])([CH2:30][CH2:31][CH2:32][CH3:33])[C:3](=[O:29])/[CH:4]=[CH:5]/[C@H:6]1[C@H:10]([O:11]CC2C=CC=CC=2)[CH2:9][C:8](=[O:19])[C@@H:7]1[CH2:20]/[CH:21]=[CH:22]\[CH2:23][CH2:24][CH2:25][C:26]([OH:28])=[O:27]. (6) Given the product [N:1]1([CH2:6][C:7]([N:19]2[CH2:20][C@H:16]([CH2:15][C:14]3[CH:38]=[CH:39][C:11]([Cl:10])=[CH:12][CH:13]=3)[CH2:17][C@H:18]2[C:21]([NH:23][C:24]2[CH:29]=[CH:28][C:27]([O:30][C:31]3[CH:32]=[CH:33][C:34]([F:37])=[CH:35][CH:36]=3)=[CH:26][CH:25]=2)=[O:22])=[O:9])[CH:5]=[CH:4][N:3]=[N:2]1, predict the reactants needed to synthesize it. The reactants are: [N:1]1([CH2:6][C:7]([OH:9])=O)[CH:5]=[CH:4][N:3]=[N:2]1.[Cl:10][C:11]1[CH:39]=[CH:38][C:14]([CH2:15][C@H:16]2[CH2:20][NH:19][C@H:18]([C:21]([NH:23][C:24]3[CH:29]=[CH:28][C:27]([O:30][C:31]4[CH:36]=[CH:35][C:34]([F:37])=[CH:33][CH:32]=4)=[CH:26][CH:25]=3)=[O:22])[CH2:17]2)=[CH:13][CH:12]=1. (7) Given the product [CH3:61][C:62]1[CH:70]=[CH:69][CH:68]=[C:67]([CH3:71])[C:63]=1[C:64]([NH:1][C:2]1[CH:7]=[N:6][C:5]([NH:8][C:9]2[CH:14]=[CH:13][C:12]([S:15](=[O:17])(=[O:16])[NH:18][CH2:19][CH2:20][N:21]3[CH2:25][CH2:24][CH2:23][CH2:22]3)=[CH:11][CH:10]=2)=[N:4][CH:3]=1)=[O:65], predict the reactants needed to synthesize it. The reactants are: [NH2:1][C:2]1[CH:3]=[N:4][C:5]([NH:8][C:9]2[CH:14]=[CH:13][C:12]([S:15]([NH:18][CH2:19][CH2:20][N:21]3[CH2:25][CH2:24][CH2:23][CH2:22]3)(=[O:17])=[O:16])=[CH:11][CH:10]=2)=[N:6][CH:7]=1.CN1CCN(S(C2C=CC(NC3N=CC([N+]([O-])=O)=CN=3)=CC=2)(=O)=O)CC1.CCN(C(C)C)C(C)C.[CH3:61][C:62]1[CH:70]=[CH:69][CH:68]=[C:67]([CH3:71])[C:63]=1[C:64](Cl)=[O:65]. (8) Given the product [Cl:1][C:2]1[CH:3]=[CH:4][C:5]([CH2:8][C:9]([C:11]2[C:12]([O:19][C:27](=[O:31])[CH:28]([CH3:30])[CH3:29])=[C:13]([F:18])[C:14]([F:17])=[CH:15][CH:16]=2)=[O:10])=[CH:6][CH:7]=1, predict the reactants needed to synthesize it. The reactants are: [Cl:1][C:2]1[CH:7]=[CH:6][C:5]([CH2:8][C:9]([C:11]2[CH:16]=[CH:15][C:14]([F:17])=[C:13]([F:18])[C:12]=2[OH:19])=[O:10])=[CH:4][CH:3]=1.C(N(CC)CC)C.[C:27](Cl)(=[O:31])[CH:28]([CH3:30])[CH3:29].